From a dataset of Reaction yield outcomes from USPTO patents with 853,638 reactions. Predict the reaction yield, written as a fraction of the theoretical maximum amount of product (1.0 means a 100% yield; for example, 0.34 means a 34% yield). (1) The reactants are NC(N)=O.[Br:5][C:6]1[CH:10]=[N:9][N:8]([CH3:11])[C:7]=1[C:12]1[CH:13]=[C:14]([NH2:20])[CH:15]=[CH:16][C:17]=1[O:18][CH3:19].[Cl:21][C:22]1[CH:27]=[CH:26][C:25]([N:28]=[C:29]=[O:30])=[C:24]([C:31]([F:34])([F:33])[F:32])[CH:23]=1. The catalyst is C(Cl)Cl. The product is [Br:5][C:6]1[CH:10]=[N:9][N:8]([CH3:11])[C:7]=1[C:12]1[CH:13]=[C:14]([NH:20][C:29]([NH:28][C:25]2[CH:26]=[CH:27][C:22]([Cl:21])=[CH:23][C:24]=2[C:31]([F:33])([F:32])[F:34])=[O:30])[CH:15]=[CH:16][C:17]=1[O:18][CH3:19]. The yield is 0.600. (2) The product is [CH3:19][S:20]([O:11][CH2:10][C@H:3]1[O:2][CH2:1][C@@H:6]2[CH2:7][CH2:8][CH2:9][N:5]2[CH2:4]1)(=[O:22])=[O:21]. The reactants are [CH2:1]1[C@@H:6]2[CH2:7][CH2:8][CH2:9][N:5]2[CH2:4][C@@H:3]([CH2:10][OH:11])[O:2]1.C(N(CC)CC)C.[CH3:19][S:20](Cl)(=[O:22])=[O:21]. The catalyst is ClCCl. The yield is 0.800. (3) The reactants are [Br:1][C:2]1[C:11](F)=[C:10]2[C:5]([C:6]([N:13]3[CH2:18][CH2:17][N:16]([C:19]([O:21][C:22]([CH3:25])([CH3:24])[CH3:23])=[O:20])[CH2:15][CH2:14]3)=[N:7][CH:8]=[N:9]2)=[CH:4][C:3]=1[Cl:26].[CH3:27][O:28][Na]. The catalyst is C1COCC1. The product is [C:22]([O:21][C:19]([N:16]1[CH2:17][CH2:18][N:13]([C:6]2[C:5]3[C:10](=[C:11]([O:28][CH3:27])[C:2]([Br:1])=[C:3]([Cl:26])[CH:4]=3)[N:9]=[CH:8][N:7]=2)[CH2:14][CH2:15]1)=[O:20])([CH3:25])([CH3:24])[CH3:23]. The yield is 0.700. (4) The reactants are C(=O)([O-])[O-].[K+].[K+].Br[CH2:8][CH2:9][O:10][CH3:11].[CH:12]1([N:15]2[C:23]3[C:18](=[CH:19][CH:20]=[C:21]([C:24]4[N:28]([C:29]5[CH:30]=[C:31]([OH:35])[CH:32]=[CH:33][CH:34]=5)[N:27]=[CH:26][CH:25]=4)[CH:22]=3)[C:17]([CH2:36][CH3:37])=[N:16]2)[CH2:14][CH2:13]1.O.C(#N)C. The catalyst is CN(C)C=O. The product is [CH:12]1([N:15]2[C:23]3[C:18](=[CH:19][CH:20]=[C:21]([C:24]4[N:28]([C:29]5[CH:34]=[CH:33][CH:32]=[C:31]([O:35][CH2:8][CH2:9][O:10][CH3:11])[CH:30]=5)[N:27]=[CH:26][CH:25]=4)[CH:22]=3)[C:17]([CH2:36][CH3:37])=[N:16]2)[CH2:14][CH2:13]1. The yield is 0.400. (5) The reactants are [N:1]([C:4]1([CH:20]([CH3:23])[CH2:21][OH:22])[C:17]2[CH:16]=[C:15]([Cl:18])[N:14]=[CH:13][C:12]=2[O:11][C:10]2[C:5]1=[CH:6][C:7]([Br:19])=[CH:8][CH:9]=2)=[N+]=[N-].[H-].[H-].[H-].[H-].[Li+].[Al+3].[O-]S([O-])(=O)=O.[Na+].[Na+]. The catalyst is C1COCC1. The product is [NH2:1][C:4]1([CH:20]([CH3:23])[CH2:21][OH:22])[C:17]2[CH:16]=[C:15]([Cl:18])[N:14]=[CH:13][C:12]=2[O:11][C:10]2[C:5]1=[CH:6][C:7]([Br:19])=[CH:8][CH:9]=2. The yield is 0.700. (6) The reactants are Br[C:2]1[C:3]([C:24]2[CH:29]=[CH:28][N:27]=[CH:26][CH:25]=2)=[C:4]([C:17]2[CH:22]=[CH:21][CH:20]=[C:19]([Cl:23])[CH:18]=2)[N:5]([Si](C(C)C)(C(C)C)C(C)C)[CH:6]=1.[CH3:30][O:31][C:32]1[CH:37]=[CH:36][C:35]([C@H:38]2[CH2:46][N:45]3[C@H:40]([CH2:41][C:42](=O)[CH2:43][CH2:44]3)[CH2:39]2)=[CH:34][CH:33]=1.C(N)(C)C. The catalyst is C(OCC)(=O)C. The product is [Cl:23][C:19]1[CH:18]=[C:17]([C:4]2[NH:5][CH:6]=[C:2]([C:42]3[CH2:43][CH2:44][N:45]4[C@H:40]([CH:41]=3)[CH2:39][C@@H:38]([C:35]3[CH:34]=[CH:33][C:32]([O:31][CH3:30])=[CH:37][CH:36]=3)[CH2:46]4)[C:3]=2[C:24]2[CH:25]=[CH:26][N:27]=[CH:28][CH:29]=2)[CH:22]=[CH:21][CH:20]=1. The yield is 0.120. (7) The reactants are [CH2:1]([NH:4][C:5]1[C:14]2[C:9](=[CH:10][CH:11]=[C:12]([N+:15]([O-:17])=[O:16])[CH:13]=2)[N:8]=[C:7](Cl)[N:6]=1)[CH:2]=[CH2:3].Cl.[N:20]1([C:26]([CH2:28][CH2:29][NH2:30])=[O:27])[CH2:25][CH2:24][CH2:23][CH2:22][CH2:21]1.C(N(CC)CC)C.O. The product is [CH2:1]([NH:4][C:5]1[C:14]2[C:9](=[CH:10][CH:11]=[C:12]([N+:15]([O-:17])=[O:16])[CH:13]=2)[N:8]=[C:7]([NH:30][CH2:29][CH2:28][C:26]([N:20]2[CH2:25][CH2:24][CH2:23][CH2:22][CH2:21]2)=[O:27])[N:6]=1)[CH:2]=[CH2:3]. The yield is 0.877. The catalyst is C(#N)C.